From a dataset of CYP1A2 inhibition data for predicting drug metabolism from PubChem BioAssay. Regression/Classification. Given a drug SMILES string, predict its absorption, distribution, metabolism, or excretion properties. Task type varies by dataset: regression for continuous measurements (e.g., permeability, clearance, half-life) or binary classification for categorical outcomes (e.g., BBB penetration, CYP inhibition). Dataset: cyp1a2_veith. (1) The compound is CCCCC1CCC(c2nc(-c3ccccn3)no2)CC1. The result is 1 (inhibitor). (2) The compound is CC(CC(=O)O)CC(=O)Nc1ccc(S(N)(=O)=O)cc1. The result is 0 (non-inhibitor). (3) The drug is CSC1(SC2=NCCN2)SC2(NCCN2)S1. The result is 1 (inhibitor). (4) The drug is O=S1(=O)C=C(N2CCOCC2)c2ccccc21. The result is 1 (inhibitor).